The task is: Predict the product of the given reaction.. This data is from Forward reaction prediction with 1.9M reactions from USPTO patents (1976-2016). (1) The product is: [ClH:38].[CH3:28][C:20]1[CH:19]=[C:18]([O:17][CH2:16][CH2:15][C@H:14]([CH:11]2[CH2:10][CH2:9][NH:8][CH2:13][CH2:12]2)[CH3:29])[CH:23]=[C:22]([CH3:24])[C:21]=1[C:25]([OH:27])=[O:26]. Given the reactants C(OC([N:8]1[CH2:13][CH2:12][CH:11]([C@H:14]([CH3:29])[CH2:15][CH2:16][O:17][C:18]2[CH:23]=[C:22]([CH3:24])[C:21]([C:25]([OH:27])=[O:26])=[C:20]([CH3:28])[CH:19]=2)[CH2:10][CH2:9]1)=O)(C)(C)C.C(O)(C(F)(F)F)=O.C(Cl)[Cl:38], predict the reaction product. (2) Given the reactants [F:1][C:2]1[CH:3]=[C:4]([C:8]2[C:13]([CH2:14]O)=[CH:12][N:11]=[C:10]([CH3:16])[N:9]=2)[CH:5]=[CH:6][CH:7]=1.C(N(CC)CC)C.CS([Cl:28])(=O)=O, predict the reaction product. The product is: [Cl:28][CH2:14][C:13]1[C:8]([C:4]2[CH:5]=[CH:6][CH:7]=[C:2]([F:1])[CH:3]=2)=[N:9][C:10]([CH3:16])=[N:11][CH:12]=1.